This data is from Peptide-MHC class I binding affinity with 185,985 pairs from IEDB/IMGT. The task is: Regression. Given a peptide amino acid sequence and an MHC pseudo amino acid sequence, predict their binding affinity value. This is MHC class I binding data. The peptide sequence is PMPYMISTY. The MHC is HLA-A11:01 with pseudo-sequence HLA-A11:01. The binding affinity (normalized) is 0.0158.